Predict the reactants needed to synthesize the given product. From a dataset of Full USPTO retrosynthesis dataset with 1.9M reactions from patents (1976-2016). (1) The reactants are: [N:1]1[C:10]2[C:5](=[CH:6][CH:7]=[CH:8][CH:9]=2)[CH:4]=[C:3]([C:11]([OH:13])=O)[CH:2]=1.Cl.[CH3:15][NH:16][O:17][CH3:18].C(N(CC)CC)C.F[P-](F)(F)(F)(F)F.Br[P+](N1CCCC1)(N1CCCC1)N1CCCC1. Given the product [CH3:18][O:17][N:16]([CH3:15])[C:11]([C:3]1[CH:2]=[N:1][C:10]2[C:5]([CH:4]=1)=[CH:6][CH:7]=[CH:8][CH:9]=2)=[O:13], predict the reactants needed to synthesize it. (2) Given the product [CH:1]([C:4]1[C:8]([CH2:9][O:10][C:22]2[CH:23]=[C:24]([CH2:28][C:29]([OH:31])=[O:30])[CH:25]=[CH:26][CH:27]=2)=[CH:7][N:6]([C:11]2[CH:16]=[CH:15][C:14]([C:17]([F:19])([F:18])[F:20])=[CH:13][N:12]=2)[N:5]=1)([CH3:3])[CH3:2], predict the reactants needed to synthesize it. The reactants are: [CH:1]([C:4]1[C:8]([CH2:9][OH:10])=[CH:7][N:6]([C:11]2[CH:16]=[CH:15][C:14]([C:17]([F:20])([F:19])[F:18])=[CH:13][N:12]=2)[N:5]=1)([CH3:3])[CH3:2].O[C:22]1[CH:23]=[C:24]([CH2:28][C:29]([O:31]C)=[O:30])[CH:25]=[CH:26][CH:27]=1.C(P(CCCC)CCCC)CCC.N(C(N1CCCCC1)=O)=NC(N1CCCCC1)=O. (3) Given the product [CH3:16][N:17]1[CH:21]=[C:20]([C:22]2[CH:23]=[CH:24][N:25]=[CH:26][CH:27]=2)[C:19]([C:28]2[CH:33]=[CH:32][C:31]([O:34][CH2:46][C:47]3[CH:56]=[CH:55][C:54]4[C:49](=[CH:50][CH:51]=[CH:52][N:53]=4)[N:48]=3)=[CH:30][CH:29]=2)=[N:18]1, predict the reactants needed to synthesize it. The reactants are: O=S1(=O)C2C=CC=CC=2N=C(CCl)N1C.[CH3:16][N:17]1[CH:21]=[C:20]([C:22]2[CH:27]=[CH:26][N:25]=[CH:24][CH:23]=2)[C:19]([C:28]2[CH:33]=[CH:32][C:31]([OH:34])=[CH:30][CH:29]=2)=[N:18]1.C[Si]([N-][Si](C)(C)C)(C)C.[Na+].Cl[CH2:46][C:47]1[CH:56]=[CH:55][C:54]2[C:49](=[CH:50][CH:51]=[CH:52][N:53]=2)[N:48]=1.